This data is from Full USPTO retrosynthesis dataset with 1.9M reactions from patents (1976-2016). The task is: Predict the reactants needed to synthesize the given product. (1) Given the product [C:12]([O:16][C:17]([N:19]1[CH2:24][CH2:23][N:22]([C:2]2[C:11]3[C:6](=[CH:7][CH:8]=[CH:9][CH:10]=3)[CH:5]=[CH:4][N:3]=2)[CH2:21][CH2:20]1)=[O:18])([CH3:15])([CH3:13])[CH3:14], predict the reactants needed to synthesize it. The reactants are: Cl[C:2]1[C:11]2[C:6](=[CH:7][CH:8]=[CH:9][CH:10]=2)[CH:5]=[CH:4][N:3]=1.[C:12]([O:16][C:17]([N:19]1[CH2:24][CH2:23][NH:22][CH2:21][CH2:20]1)=[O:18])([CH3:15])([CH3:14])[CH3:13].C1CCN2C(=NCCC2)CC1. (2) Given the product [CH2:1]([O:8][CH2:9][CH:10]1[CH2:14][N:13]([C:15]2[C:19]([NH:20][C:25](=[O:26])[O:27][C:28]([CH3:31])([CH3:30])[CH3:29])=[CH:18][N:17]([CH3:23])[N:16]=2)[C:12](=[O:24])[CH2:11]1)[C:2]1[CH:7]=[CH:6][CH:5]=[CH:4][CH:3]=1, predict the reactants needed to synthesize it. The reactants are: [CH2:1]([O:8][CH2:9][CH:10]1[CH2:14][N:13]([C:15]2[C:19]([N+:20]([O-])=O)=[CH:18][N:17]([CH3:23])[N:16]=2)[C:12](=[O:24])[CH2:11]1)[C:2]1[CH:7]=[CH:6][CH:5]=[CH:4][CH:3]=1.[C:25](O[C:25]([O:27][C:28]([CH3:31])([CH3:30])[CH3:29])=[O:26])([O:27][C:28]([CH3:31])([CH3:30])[CH3:29])=[O:26].C(N(CC)CC)C.C1COCC1.